From a dataset of Full USPTO retrosynthesis dataset with 1.9M reactions from patents (1976-2016). Predict the reactants needed to synthesize the given product. (1) Given the product [CH2:1]([C:3]1[CH:8]=[CH:7][C:6]([NH:9][C:10]2[C:21]([F:22])=[C:20]([F:23])[CH:19]=[CH:18][C:11]=2[C:12]([N:14]([O:16][CH3:17])[CH3:15])=[O:13])=[C:5]([F:24])[CH:4]=1)[CH3:2], predict the reactants needed to synthesize it. The reactants are: [C:1]([C:3]1[CH:8]=[CH:7][C:6]([NH:9][C:10]2[C:21]([F:22])=[C:20]([F:23])[CH:19]=[CH:18][C:11]=2[C:12]([N:14]([O:16][CH3:17])[CH3:15])=[O:13])=[C:5]([F:24])[CH:4]=1)#[CH:2].[H][H]. (2) Given the product [CH2:41]([O:40][C:15]1[CH:14]=[CH:13][C:12]2[C:17](=[CH:18][C:19]([CH3:20])=[C:10]([C@H:9]([O:29][C:30]([CH3:32])([CH3:33])[CH3:31])[CH2:8][OH:7])[C:11]=2[C:22]2[CH:27]=[CH:26][C:25]([Cl:28])=[CH:24][CH:23]=2)[N:16]=1)[C:45]1[CH:46]=[CH:47][CH:52]=[CH:53][CH:54]=1, predict the reactants needed to synthesize it. The reactants are: C([O:7][CH2:8][C@@H:9]([O:29][C:30]([CH3:33])([CH3:32])[CH3:31])[C:10]1[C:11]([C:22]2[CH:27]=[CH:26][C:25]([Cl:28])=[CH:24][CH:23]=2)=[C:12]2[C:17](=[CH:18][C:19]=1[CH3:20])[NH:16][C:15](=O)[CH:14]=[CH:13]2)(=O)C(C)(C)C.[H-].[Na+].C([O:40][C@@H:41]([C:45]1[C:46](C2C=CC(Cl)=CC=2)=[C:47]2[C:52](=[CH:53][C:54]=1C)N1N=NN=C1C=C2)C(O)=O)(C)(C)C. (3) Given the product [CH2:39]([O:46][N:47]=[CH:35][C:27]1[NH:28][C:29](=[O:34])[C:30]2[C:25]([CH:26]=1)=[CH:24][C:23]1[CH2:22][CH2:21][C@@:18]3([C:17](=[O:37])[C:4]4=[C:5]([OH:16])[C:6]5[C:7](=[O:15])[CH:8]=[C:9]([O:13][CH3:14])[C:10](=[O:12])[C:11]=5[C:2]([OH:1])=[C:3]4[C:19]3=[O:20])[C:32]=1[C:31]=2[OH:33])[C:40]1[CH:45]=[CH:44][CH:43]=[CH:42][CH:41]=1, predict the reactants needed to synthesize it. The reactants are: [OH:1][C:2]1[C:11]2[C:10](=[O:12])[C:9]([O:13][CH3:14])=[CH:8][C:7](=[O:15])[C:6]=2[C:5]([OH:16])=[C:4]2[C:17](=[O:37])[C@:18]3([C:32]4[C:31]([OH:33])=[C:30]5[C:25]([CH:26]=[C:27]([CH:35]=O)[NH:28][C:29]5=[O:34])=[CH:24][C:23]=4[CH2:22][CH2:21]3)[C:19](=[O:20])[C:3]=12.[Cl-].[CH2:39]([O:46][NH3+:47])[C:40]1[CH:45]=[CH:44][CH:43]=[CH:42][CH:41]=1.N1C=CC=CC=1.O. (4) Given the product [CH2:36]([O:43][CH2:44][CH:45]([C:47]1[CH:52]=[CH:51][C:50]([C:18]2[C:19]([N:21]([CH3:26])[S:22]([CH3:25])(=[O:24])=[O:23])=[CH:20][C:10]3[O:9][C:8]([C:5]4[CH:6]=[CH:7][C:2]([F:1])=[CH:3][CH:4]=4)=[C:12]([C:13]([NH:15][CH3:16])=[O:14])[C:11]=3[CH:17]=2)=[N:49][C:48]=1[Cl:54])[F:46])[C:37]1[CH:38]=[CH:39][CH:40]=[CH:41][CH:42]=1, predict the reactants needed to synthesize it. The reactants are: [F:1][C:2]1[CH:7]=[CH:6][C:5]([C:8]2[O:9][C:10]3[CH:20]=[C:19]([N:21]([CH3:26])[S:22]([CH3:25])(=[O:24])=[O:23])[C:18](B4OC(C)(C)C(C)(C)O4)=[CH:17][C:11]=3[C:12]=2[C:13]([NH:15][CH3:16])=[O:14])=[CH:4][CH:3]=1.[CH2:36]([O:43][CH2:44][CH:45]([C:47]1[C:48]([Cl:54])=[N:49][C:50](Br)=[CH:51][CH:52]=1)[F:46])[C:37]1[CH:42]=[CH:41][CH:40]=[CH:39][CH:38]=1.C([O-])([O-])=O.[K+].[K+].